From a dataset of Catalyst prediction with 721,799 reactions and 888 catalyst types from USPTO. Predict which catalyst facilitates the given reaction. (1) Reactant: COC1C=CC(P2(SP(C3C=CC(OC)=CC=3)(=S)S2)=[S:10])=CC=1.[CH3:23][O:24][CH2:25][CH2:26][CH2:27][CH2:28][CH2:29][CH2:30][CH2:31][CH2:32][O:33][C:34]1[CH:39]=[CH:38][NH:37][C:36](=O)[C:35]=1[CH3:41]. Product: [CH3:23][O:24][CH2:25][CH2:26][CH2:27][CH2:28][CH2:29][CH2:30][CH2:31][CH2:32][O:33][C:34]1[CH:39]=[CH:38][NH:37][C:36](=[S:10])[C:35]=1[CH3:41]. The catalyst class is: 11. (2) Reactant: C1(C(C2C=CC=CC=2)=[N:8][C:9]2[CH:18]=[C:17]3[C:12]([CH:13]=[CH:14][CH:15]=[N:16]3)=[C:11]([F:19])[CH:10]=2)C=CC=CC=1.Cl. Product: [F:19][C:11]1[CH:10]=[C:9]([NH2:8])[CH:18]=[C:17]2[C:12]=1[CH:13]=[CH:14][CH:15]=[N:16]2. The catalyst class is: 554. (3) Reactant: [Br:1][C:2]1[CH:3]=[N:4][N:5]2[CH:10]=[C:9]([C:11]3[CH:12]=[N:13][N:14]([CH3:16])[CH:15]=3)[CH:8]=[C:7]([OH:17])[C:6]=12.Br[CH2:19][CH:20]1[CH2:25][CH2:24][CH2:23][N:22]([C:26]([O:28][C:29]([CH3:32])([CH3:31])[CH3:30])=[O:27])[CH2:21]1.[H-].[Na+]. Product: [Br:1][C:2]1[CH:3]=[N:4][N:5]2[CH:10]=[C:9]([C:11]3[CH:12]=[N:13][N:14]([CH3:16])[CH:15]=3)[CH:8]=[C:7]([O:17][CH2:19][CH:20]3[CH2:25][CH2:24][CH2:23][N:22]([C:26]([O:28][C:29]([CH3:30])([CH3:32])[CH3:31])=[O:27])[CH2:21]3)[C:6]=12. The catalyst class is: 3. (4) Reactant: [F:1][C:2]1[CH:7]=[CH:6][C:5]([S:8]([N:11]2[CH2:13][C@H:12]2[CH2:14][CH2:15][OH:16])(=[O:10])=[O:9])=[CH:4][CH:3]=1.[CH3:17][C:18]([Si:21](Cl)([CH3:23])[CH3:22])([CH3:20])[CH3:19].N1C=CN=C1. Product: [Si:21]([O:16][CH2:15][CH2:14][C@@H:12]1[CH2:13][N:11]1[S:8]([C:5]1[CH:4]=[CH:3][C:2]([F:1])=[CH:7][CH:6]=1)(=[O:10])=[O:9])([C:18]([CH3:20])([CH3:19])[CH3:17])([CH3:23])[CH3:22]. The catalyst class is: 1.